Dataset: Forward reaction prediction with 1.9M reactions from USPTO patents (1976-2016). Task: Predict the product of the given reaction. (1) Given the reactants [OH:1][C@@H:2]1CC[C@H](NC2N=C(C(OCC)=O)C([N+]([O-])=O)=C(NC3C=CC=CC=3OC)N=2)CC1.Cl[C:33]1[N:38]=[C:37]([C:39]([O:41]CC)=O)[C:36]([N+:44]([O-])=O)=[C:35]([NH:47][C:48]2[CH:53]=[CH:52][CH:51]=[CH:50][C:49]=2[O:54][CH3:55])[N:34]=1.[NH2:56][C@@H:57]1[CH2:62][CH2:61][C@H:60]([OH:63])[CH2:59][CH2:58]1.C([N:67](C(C)C)CC)(C)C.C[N:74](C)[CH:75]=[O:76], predict the reaction product. The product is: [C:75](=[O:76])([O:63][C@H:60]1[CH2:61][CH2:62][C@@H:57]([NH:56][C:33]2[N:34]=[C:35]3[C:36]([NH:44][C:2](=[O:1])[N:47]3[C:48]3[CH:53]=[CH:52][CH:51]=[CH:50][C:49]=3[O:54][CH3:55])=[C:37]([C:39](=[O:41])[NH2:67])[N:38]=2)[CH2:58][CH2:59]1)[NH2:74]. (2) Given the reactants F[P-](F)(F)(F)(F)F.C[N:9](C)/[CH:10]=[C:11](\[N:16]=[CH:17]\[N:18]([CH3:20])[CH3:19])/[CH:12]=[N+:13](C)C.C[O-].[Na+].NN.C1COCC1, predict the reaction product. The product is: [CH3:19][N:18]([CH3:20])[CH:17]=[N:16][C:11]1[CH:10]=[N:9][NH:13][CH:12]=1. (3) Given the reactants [N+:1]([C:4]1[CH:13]=[C:12]([C:14]([F:17])([F:16])[F:15])[CH:11]=[CH:10][C:5]=1[C:6]([NH:8][NH2:9])=O)([O-])=O.N1C=CC=CC=1.C(N(CC)CC)C.I.[O:32]1[C:36]2[CH:37]=[CH:38][C:39]([NH:41][C:42](=[NH:45])SC)=[CH:40][C:35]=2[O:34][CH2:33]1, predict the reaction product. The product is: [NH2:1][C:4]1[CH:13]=[C:12]([C:14]([F:17])([F:16])[F:15])[CH:11]=[CH:10][C:5]=1[C:6]1[NH:45][C:42]([NH:41][C:39]2[CH:38]=[CH:37][C:36]3[O:32][CH2:33][O:34][C:35]=3[CH:40]=2)=[N:9][N:8]=1.